From a dataset of Full USPTO retrosynthesis dataset with 1.9M reactions from patents (1976-2016). Predict the reactants needed to synthesize the given product. Given the product [CH:1]([O:5][C:6](=[O:31])[NH:7][CH2:8][CH2:9][CH2:10][CH2:11][C@H:12]([NH:30][C:42](=[O:43])[CH3:41])[C:13](=[O:29])[NH:14][CH2:15][CH2:16][N:17]([C:19]([O:21][CH2:22][C:23]1[CH:24]=[CH:25][CH:26]=[CH:27][CH:28]=1)=[O:20])[CH3:18])([CH3:3])[CH3:4], predict the reactants needed to synthesize it. The reactants are: [C:1]([O:5][C:6](=[O:31])[NH:7][CH2:8][CH2:9][CH2:10][CH2:11][C@H:12]([NH2:30])[C:13](=[O:29])[NH:14][CH2:15][CH2:16][N:17]([C:19]([O:21][CH2:22][C:23]1[CH:28]=[CH:27][CH:26]=[CH:25][CH:24]=1)=[O:20])[CH3:18])([CH3:4])([CH3:3])C.CCN(C(C)C)C(C)C.[CH3:41][C:42](OC(C)=O)=[O:43].